The task is: Predict the reactants needed to synthesize the given product.. This data is from Full USPTO retrosynthesis dataset with 1.9M reactions from patents (1976-2016). Given the product [CH:2]([CH:3]1[CH2:8][CH2:7][CH2:6][CH:5]([NH:9][C:10](=[O:16])[O:11][C:12]([CH3:14])([CH3:13])[CH3:15])[CH2:4]1)=[O:1], predict the reactants needed to synthesize it. The reactants are: [OH:1][CH2:2][CH:3]1[CH2:8][CH2:7][CH2:6][CH:5]([NH:9][C:10](=[O:16])[O:11][C:12]([CH3:15])([CH3:14])[CH3:13])[CH2:4]1.CC(OI1(OC(C)=O)(OC(C)=O)OC(=O)C2C=CC=CC1=2)=O.